This data is from Full USPTO retrosynthesis dataset with 1.9M reactions from patents (1976-2016). The task is: Predict the reactants needed to synthesize the given product. (1) Given the product [Br:16][CH:12]([C:7]1[CH:8]=[CH:9][CH:10]=[CH:11][C:6]=1[Cl:5])[C:13]([O:15][C@H:20]([CH3:21])[C:19](=[O:18])[N:23]1[CH2:27][CH2:26][CH2:25][CH2:24]1)=[O:14], predict the reactants needed to synthesize it. The reactants are: P(Br)(Br)Br.[Cl:5][C:6]1[CH:11]=[CH:10][CH:9]=[CH:8][C:7]=1[CH2:12][C:13]([OH:15])=[O:14].[Br:16]Br.[O:18]=[C:19]([N:23]1[CH2:27][CH2:26][CH2:25][CH2:24]1)[C@H:20](O)[CH3:21].C(N(CC)CC)C.[OH-].[Na+]. (2) Given the product [N:1]1[CH:20]=[CH:21][N:7]2[C:6]([C:8]([O:10][CH2:11][CH3:12])=[O:9])=[CH:5][CH:4]=[CH:3][C:2]=12, predict the reactants needed to synthesize it. The reactants are: [NH2:1][C:2]1[N:7]=[C:6]([C:8]([O:10][CH2:11][CH3:12])=[O:9])[CH:5]=[CH:4][CH:3]=1.C(=O)([O-])[O-].[Na+].[Na+].Cl[CH2:20][CH:21]=O. (3) Given the product [Cl:1][C:2]1[CH:3]=[C:4]([NH:8][C:9]2[N:10]=[CH:11][N:12]=[C:13]([NH:25][C:26]3[CH:27]=[C:28]([NH:32][C:33](=[O:36])[CH:34]=[CH2:35])[CH:29]=[CH:30][CH:31]=3)[N:14]=2)[CH:5]=[CH:6][CH:7]=1, predict the reactants needed to synthesize it. The reactants are: [Cl:1][C:2]1[CH:3]=[C:4]([NH:8][C:9]2[N:14]=[C:13](Cl)[N:12]=[CH:11][N:10]=2)[CH:5]=[CH:6][CH:7]=1.CCN(C(C)C)C(C)C.[NH2:25][C:26]1[CH:27]=[C:28]([NH:32][C:33](=[O:36])[CH:34]=[CH2:35])[CH:29]=[CH:30][CH:31]=1. (4) The reactants are: O=[C:2]1[CH2:6][CH2:5][CH2:4][CH:3]1[C:7]#[N:8].[F:9][C:10]([F:15])([F:14])[CH2:11][NH:12][NH2:13]. Given the product [F:9][C:10]([F:15])([F:14])[CH2:11][N:12]1[C:7]([NH2:8])=[C:3]2[CH2:4][CH2:5][CH2:6][C:2]2=[N:13]1, predict the reactants needed to synthesize it.